This data is from Forward reaction prediction with 1.9M reactions from USPTO patents (1976-2016). The task is: Predict the product of the given reaction. (1) Given the reactants [NH2:1][C:2]1[CH:7]=[C:6]([NH:8][S:9]([CH3:12])(=[O:11])=[O:10])[CH:5]=[CH:4][C:3]=1[NH:13][C:14](=O)[C@@:15]([CH2:22][C:23]1[CH:28]=[CH:27][C:26]([F:29])=[CH:25][CH:24]=1)([OH:21])[C:16]([O:18][CH2:19][CH3:20])=[O:17], predict the reaction product. The product is: [F:29][C:26]1[CH:27]=[CH:28][C:23]([CH2:22][C@@:15]([OH:21])([C:14]2[NH:13][C:3]3[CH:4]=[CH:5][C:6]([NH:8][S:9]([CH3:12])(=[O:11])=[O:10])=[CH:7][C:2]=3[N:1]=2)[C:16]([O:18][CH2:19][CH3:20])=[O:17])=[CH:24][CH:25]=1. (2) Given the reactants CC1(C)[O:6][C@@H:5]2[C@@H:7]([CH2:20][N:21]([CH3:42])[CH:22]3[CH2:25][CH:24]([CH2:26][CH2:27][C:28]4[NH:32][C:31]5[CH:33]=[CH:34][C:35]([C:37]6([CH3:41])[CH2:40][CH2:39][CH2:38]6)=[CH:36][C:30]=5[N:29]=4)[CH2:23]3)[O:8][C@@H:9]([N:10]3[CH:18]=[N:17][C:16]4[C:11]3=[N:12][CH:13]=[N:14][C:15]=4[NH2:19])[C@@H:4]2[O:3]1.FC(F)(F)C(O)=O.O, predict the reaction product. The product is: [NH2:19][C:15]1[N:14]=[CH:13][N:12]=[C:11]2[C:16]=1[N:17]=[CH:18][N:10]2[C@H:9]1[C@H:4]([OH:3])[C@H:5]([OH:6])[C@@H:7]([CH2:20][N:21]([CH3:42])[CH:22]2[CH2:23][CH:24]([CH2:26][CH2:27][C:28]3[NH:32][C:31]4[CH:33]=[CH:34][C:35]([C:37]5([CH3:41])[CH2:40][CH2:39][CH2:38]5)=[CH:36][C:30]=4[N:29]=3)[CH2:25]2)[O:8]1.